Task: Predict the product of the given reaction.. Dataset: Forward reaction prediction with 1.9M reactions from USPTO patents (1976-2016) (1) Given the reactants [CH:1]1([CH2:7][NH:8][C:9]2[O:10][C:11]3[CH:17]=[C:16]([O:18][C:19]4[CH:24]=[CH:23][N:22]=[C:21]([C:25]([NH:27][NH2:28])=[O:26])[CH:20]=4)[CH:15]=[CH:14][C:12]=3[N:13]=2)[CH2:6][CH2:5][CH2:4][CH2:3][CH2:2]1.Cl.[CH:30](OC)(OC)OC, predict the reaction product. The product is: [CH:1]1([CH2:7][NH:8][C:9]2[O:10][C:11]3[CH:17]=[C:16]([O:18][C:19]4[CH:24]=[CH:23][N:22]=[C:21]([C:25]5[O:26][CH:30]=[N:28][N:27]=5)[CH:20]=4)[CH:15]=[CH:14][C:12]=3[N:13]=2)[CH2:2][CH2:3][CH2:4][CH2:5][CH2:6]1. (2) Given the reactants [CH3:1]/[C:2](/[CH2:8][CH2:9][CH:10]=[CH2:11])=[CH:3]/[C:4]([O:6]C)=[O:5].[Li+].[OH-], predict the reaction product. The product is: [CH3:1]/[C:2](/[CH2:8][CH2:9][CH:10]=[CH2:11])=[CH:3]/[C:4]([OH:6])=[O:5]. (3) Given the reactants [CH3:1][O:2][C:3]1[CH:8]=[CH:7][C:6]([C:9]2[C:13]([CH3:14])=[N:12][N:11](COCC[Si](C)(C)C)[C:10]=2[C:23]2[CH:28]=[C:27]([CH3:29])[N:26]=[C:25]([NH2:30])[N:24]=2)=[CH:5][CH:4]=1.B(Cl)(Cl)Cl.COC.C([O-])(O)=O.[Na+], predict the reaction product. The product is: [CH3:1][O:2][C:3]1[CH:8]=[CH:7][C:6]([C:9]2[C:13]([CH3:14])=[N:12][NH:11][C:10]=2[C:23]2[CH:28]=[C:27]([CH3:29])[N:26]=[C:25]([NH2:30])[N:24]=2)=[CH:5][CH:4]=1. (4) Given the reactants CON(C)[C:4]([C:6]1[O:19][C:9]2=[N:10][C:11]([CH3:18])=[CH:12][C:13]([C:14]([F:17])([F:16])[F:15])=[C:8]2[CH:7]=1)=[O:5].[CH3:21][Mg+].[Br-], predict the reaction product. The product is: [CH3:18][C:11]1[N:10]=[C:9]2[O:19][C:6]([C:4](=[O:5])[CH3:21])=[CH:7][C:8]2=[C:13]([C:14]([F:15])([F:16])[F:17])[CH:12]=1. (5) The product is: [Cl:1][C:2]1[CH:7]=[CH:6][C:5]([CH:8]2[N:25]([C:19]3[CH:20]=[CH:21][C:22]([Cl:24])=[CH:23][C:18]=3[Cl:17])[N:26]=[C:10]([C:11]([OH:13])=[O:12])[CH:9]2[CH3:15])=[CH:4][CH:3]=1. Given the reactants [Cl:1][C:2]1[CH:7]=[CH:6][C:5]([CH:8]=[C:9]([CH3:15])[C:10](=O)[C:11]([OH:13])=[O:12])=[CH:4][CH:3]=1.Cl.[Cl:17][C:18]1[CH:23]=[C:22]([Cl:24])[CH:21]=[CH:20][C:19]=1[NH:25][NH2:26], predict the reaction product.